Dataset: Reaction yield outcomes from USPTO patents with 853,638 reactions. Task: Predict the reaction yield, written as a fraction of the theoretical maximum amount of product (1.0 means a 100% yield; for example, 0.34 means a 34% yield). (1) The reactants are [F:1][C:2]1[CH:3]=[CH:4][C:5]2[O:9][C:8]([C:10]3[C:19]([N:20]([CH:22]([CH3:24])[CH3:23])[CH3:21])=[N:18][C:17]4[C:12](=[CH:13][CH:14]=[C:15]([C:25]([O:27]C)=[O:26])[CH:16]=4)[N:11]=3)=[CH:7][C:6]=2[CH:29]=1.[OH-].[Na+]. The catalyst is CO.O. The product is [F:1][C:2]1[CH:3]=[CH:4][C:5]2[O:9][C:8]([C:10]3[C:19]([N:20]([CH:22]([CH3:24])[CH3:23])[CH3:21])=[N:18][C:17]4[C:12](=[CH:13][CH:14]=[C:15]([C:25]([OH:27])=[O:26])[CH:16]=4)[N:11]=3)=[CH:7][C:6]=2[CH:29]=1. The yield is 0.740. (2) The reactants are [CH3:1][C:2]([O:5][C:6]([NH:8][C@H:9]([C:16]([NH:18][C@@H:19]([CH2:26][CH2:27][C:28]1[CH:33]=[CH:32][CH:31]=[CH:30][CH:29]=1)/[CH:20]=[CH:21]/[C:22]([O:24]C)=[O:23])=[O:17])[CH2:10][C:11]1[S:12][CH:13]=[CH:14][CH:15]=1)=[O:7])([CH3:4])[CH3:3].[Li+].[OH-].Cl. The catalyst is C1COCC1.O. The product is [CH3:4][C:2]([O:5][C:6]([NH:8][C@H:9]([C:16]([NH:18][C@@H:19]([CH2:26][CH2:27][C:28]1[CH:29]=[CH:30][CH:31]=[CH:32][CH:33]=1)/[CH:20]=[CH:21]/[C:22]([OH:24])=[O:23])=[O:17])[CH2:10][C:11]1[S:12][CH:13]=[CH:14][CH:15]=1)=[O:7])([CH3:1])[CH3:3]. The yield is 0.920. (3) The reactants are [CH2:1]1[CH2:6][CH2:5][C:4]([CH2:11][NH2:12])([CH2:7][C:8]([OH:10])=[O:9])[CH2:3][CH2:2]1.C(N(CC)CC)C.C[Si](C)(C)Cl.[CH3:25][CH:26]([CH:28]([Cl:33])[O:29][C:30](Cl)=[O:31])[CH3:27]. The catalyst is ClCCl. The product is [Cl:33][CH:28]([O:29][C:30]([NH:12][CH2:11][C:4]1([CH2:7][C:8]([OH:10])=[O:9])[CH2:3][CH2:2][CH2:1][CH2:6][CH2:5]1)=[O:31])[CH:26]([CH3:27])[CH3:25]. The yield is 0.770. (4) The reactants are C(=O)(O)[O-].[Na+].Br.[Br:7][CH2:8][CH2:9][NH2:10].[CH3:11][O:12][C:13](=[O:25])[C:14]1[CH:19]=[C:18]([S:20](Cl)(=[O:22])=[O:21])[CH:17]=[CH:16][C:15]=1[CH3:24]. The catalyst is O.CC(C)=O. The product is [CH3:11][O:12][C:13](=[O:25])[C:14]1[CH:19]=[C:18]([S:20](=[O:21])(=[O:22])[NH:10][CH2:9][CH2:8][Br:7])[CH:17]=[CH:16][C:15]=1[CH3:24]. The yield is 0.750. (5) The reactants are C(N(C(C)C)CC)(C)C.[C:10]([C:14]1[CH:15]=[C:16]([C:29](=[O:31])[CH3:30])[CH:17]=[C:18]([N:22]2[CH2:26][C@@H:25]([OH:27])[C@H:24]([OH:28])[CH2:23]2)[C:19]=1[O:20][CH3:21])([CH3:13])([CH3:12])[CH3:11].[CH2:32](Cl)[O:33][CH3:34].C(OCC)(=O)C. The catalyst is C(Cl)Cl.O. The product is [C:10]([C:14]1[CH:15]=[C:16]([C:29](=[O:31])[CH3:30])[CH:17]=[C:18]([N:22]2[CH2:26][C@@H:25]([O:27][CH2:32][O:33][CH3:34])[C@H:24]([OH:28])[CH2:23]2)[C:19]=1[O:20][CH3:21])([CH3:13])([CH3:11])[CH3:12]. The yield is 0.330. (6) The reactants are CC(C1C=C(C(C)C)C=C(C(C)C)C=1S([O:19][CH:20]([C:27]1(O)[CH2:30][N:29]([C:31]([C:33]2[CH:38]=[CH:37][C:36]([F:39])=[C:35]([F:40])[C:34]=2[NH:41][C:42]2[CH:47]=[CH:46][C:45]([I:48])=[CH:44][C:43]=2[F:49])=[O:32])[CH2:28]1)[CH2:21][CH:22]1[O:26][CH2:25][CH2:24][O:23]1)(=O)=O)C.[H-].[Na+].C(OCC)(=O)C. The catalyst is O1CCCC1. The product is [O:26]1[CH2:25][CH2:24][O:23][CH:22]1[CH2:21][CH:20]1[C:27]2([CH2:30][N:29]([C:31]([C:33]3[C:34]([NH:41][C:42]4[CH:47]=[CH:46][C:45]([I:48])=[CH:44][C:43]=4[F:49])=[C:35]([F:40])[C:36]([F:39])=[CH:37][CH:38]=3)=[O:32])[CH2:28]2)[O:19]1. The yield is 0.940. (7) The reactants are [Br:1][C:2]1[C:7]([O:8][CH3:9])=[CH:6][C:5]([C:10]2[O:14][C:13]([C:15](=[O:55])[CH:16]([O:53][CH3:54])[C:17]3[CH:22]=[CH:21][C:20]([C:23]4[CH:24]=[N:25][N:26](C(C5C=CC(OC)=CC=5)(C5C=CC(OC)=CC=5)C5C=CC(OC)=CC=5)[CH:27]=4)=[CH:19][CH:18]=3)=[CH:12][CH:11]=2)=[CH:4][C:3]=1[O:56][CH3:57].C1(C)C=CC(S([O-])(=O)=O)=CC=1.[NH+]1C=CC=CC=1.C([O-])(O)=O.[Na+]. The catalyst is CO.O. The product is [NH:25]1[CH:24]=[C:23]([C:20]2[CH:21]=[CH:22][C:17]([CH:16]([O:53][CH3:54])[C:15]([C:13]3[O:14][C:10]([C:5]4[CH:4]=[C:3]([O:56][CH3:57])[C:2]([Br:1])=[C:7]([O:8][CH3:9])[CH:6]=4)=[CH:11][CH:12]=3)=[O:55])=[CH:18][CH:19]=2)[CH:27]=[N:26]1. The yield is 0.170. (8) The reactants are C1C(=O)N([O:8][C:9]([O:11][N:12]2[C:17](=[O:18])[CH2:16][CH2:15][C:13]2=[O:14])=[O:10])C(=O)C1.[CH:19]1(O)[CH2:26][CH2:25][CH2:24][CH2:23][CH2:22][CH:21]=[CH:20]1.C(N(C(C)C)CC)(C)C. The catalyst is C(#N)C. The product is [C:9](=[O:10])([O:11][N:12]1[C:13](=[O:14])[CH2:15][CH2:16][C:17]1=[O:18])[O:8][CH:26]1[CH2:25][CH2:24][CH2:23][CH2:22][CH2:21][CH:20]=[CH:19]1. The yield is 0.380.